Dataset: Reaction yield outcomes from USPTO patents with 853,638 reactions. Task: Predict the reaction yield, written as a fraction of the theoretical maximum amount of product (1.0 means a 100% yield; for example, 0.34 means a 34% yield). (1) The reactants are Cl[C:2]1[N:3]=[C:4]([NH:11][C:12]2[CH:16]=[C:15]([CH:17]([CH3:19])[CH3:18])[NH:14][N:13]=2)[C:5]2[CH2:10][CH2:9][CH2:8][C:6]=2[N:7]=1.[NH:20]1[CH2:27][CH2:26][CH2:25][C@H:21]1[C:22]([OH:24])=[O:23].[OH-].[Na+].C(N(CC)C(C)C)(C)C. The catalyst is O1CCOCC1. The product is [CH:17]([C:15]1[NH:14][N:13]=[C:12]([NH:11][C:4]2[C:5]3[CH2:10][CH2:9][CH2:8][C:6]=3[N:7]=[C:2]([N:20]3[CH2:27][CH2:26][CH2:25][CH:21]3[C:22]([OH:24])=[O:23])[N:3]=2)[CH:16]=1)([CH3:19])[CH3:18]. The yield is 0.780. (2) The reactants are [C:1](=[S:9])([NH2:8])[C:2]1[CH:7]=[CH:6][CH:5]=[CH:4][CH:3]=1.Br[CH2:11][C:12](=O)[C:13]([O:15][CH2:16][CH3:17])=[O:14]. The catalyst is CCO.C(OCC)(=O)C. The product is [C:2]1([C:1]2[S:9][CH:11]=[C:12]([C:13]([O:15][CH2:16][CH3:17])=[O:14])[N:8]=2)[CH:7]=[CH:6][CH:5]=[CH:4][CH:3]=1. The yield is 0.940.